From a dataset of Forward reaction prediction with 1.9M reactions from USPTO patents (1976-2016). Predict the product of the given reaction. (1) Given the reactants [CH:1]1([N:4]2[C:13]3[C:8](=[CH:9][CH:10]=[C:11](F)[C:12]=3[O:14][CH3:15])[C:7](=[O:17])[C:6]([C:18]([O:20]C(C3C(=O)C4C(=C(OC)C(F)=CC=4)N(C4CC4)C=3)=O)=[O:19])=[CH:5]2)[CH2:3][CH2:2]1.B(O)(O)O.[NH:44]1[CH2:47][CH:46]([NH:48][CH2:49][C@H:50]2[O:54][C:53](=[O:55])[N:52]([C:56]3[CH:57]=[CH:58][C:59]4[S:64][CH2:63][C:62](=[O:65])[NH:61][C:60]=4[CH:66]=3)[CH2:51]2)[CH2:45]1, predict the reaction product. The product is: [CH:1]1([N:4]2[C:13]3[C:8](=[CH:9][CH:10]=[C:11]([N:44]4[CH2:47][CH:46]([NH:48][CH2:49][C@H:50]5[O:54][C:53](=[O:55])[N:52]([C:56]6[CH:57]=[CH:58][C:59]7[S:64][CH2:63][C:62](=[O:65])[NH:61][C:60]=7[CH:66]=6)[CH2:51]5)[CH2:45]4)[C:12]=3[O:14][CH3:15])[C:7](=[O:17])[C:6]([C:18]([OH:20])=[O:19])=[CH:5]2)[CH2:3][CH2:2]1. (2) Given the reactants [C:1]1([CH3:11])[CH:6]=CC(S(Cl)(=O)=O)=C[CH:2]=1.[Br:12][C:13]1(C(O)=O)[CH:18]=[CH:17][CH:16]=[CH:15][NH:14]1.N1C=CC=CC=1.[C:28](=[O:31])(O)[O-:29].[Na+], predict the reaction product. The product is: [Br:12][C:13]1[N:14]=[C:15]([C:28]([O:29][C:1]([CH3:11])([CH3:6])[CH3:2])=[O:31])[CH:16]=[CH:17][CH:18]=1. (3) Given the reactants [C:1]1([C@@H:7]([NH:19][C:20]2[CH:25]=[CH:24][CH:23]=[CH:22][CH:21]=2)[C:8]([O:10][C@@H:11]2[CH:16]3[CH2:17][CH2:18][N:13]([CH2:14][CH2:15]3)[CH2:12]2)=[O:9])[CH:6]=[CH:5][CH:4]=[CH:3][CH:2]=1.[Br:26][CH2:27][C:28]([C:30]1[CH:35]=[CH:34][CH:33]=[CH:32][C:31]=1[CH3:36])=[O:29], predict the reaction product. The product is: [Br-:26].[O:29]=[C:28]([C:30]1[CH:35]=[CH:34][CH:33]=[CH:32][C:31]=1[CH3:36])[CH2:27][N+:13]12[CH2:14][CH2:15][CH:16]([CH2:17][CH2:18]1)[C@@H:11]([O:10][C:8](=[O:9])[C@@H:7]([C:1]1[CH:2]=[CH:3][CH:4]=[CH:5][CH:6]=1)[NH:19][C:20]1[CH:25]=[CH:24][CH:23]=[CH:22][CH:21]=1)[CH2:12]2. (4) Given the reactants [CH2:1]([C:8]1[CH:16]=[CH:15][CH:14]=[CH:13][C:9]=1[C:10](O)=[O:11])[C:2]1[CH:7]=[CH:6][CH:5]=[CH:4][CH:3]=1.C(OB(C1C=CC=CC=1)O)=O.C(Br)C1C=CC=CC=1, predict the reaction product. The product is: [CH2:1]([C:8]1[CH:16]=[CH:15][CH:14]=[CH:13][C:9]=1[CH:10]=[O:11])[C:2]1[CH:3]=[CH:4][CH:5]=[CH:6][CH:7]=1. (5) Given the reactants [CH2:1]([O:8][CH2:9][C@@H:10]([CH2:13][CH2:14][N:15]1[CH:23]=[N:22][C:21]2[C:16]1=[N:17][C:18]([NH2:25])=[N:19][C:20]=2Cl)[CH2:11][OH:12])[C:2]1[CH:7]=[CH:6][CH:5]=[CH:4][CH:3]=1.Cl.[OH-:27].[Na+], predict the reaction product. The product is: [CH2:1]([O:8][CH2:9][C@@H:10]([CH2:13][CH2:14][N:15]1[CH:23]=[N:22][C:21]2[C:20](=[O:27])[NH:19][C:18]([NH2:25])=[N:17][C:16]1=2)[CH2:11][OH:12])[C:2]1[CH:7]=[CH:6][CH:5]=[CH:4][CH:3]=1. (6) Given the reactants [C:1]1([CH2:11][CH:12]2[N:16]3[CH:17]=[CH:18][CH:19]=[CH:20][C:15]3=[N:14][C:13]2=O)[C:10]2[C:5](=[CH:6][CH:7]=[CH:8][CH:9]=2)[CH:4]=[CH:3][CH:2]=1.COC1C=CC(P2(=S)SP(=S)(C3C=CC(OC)=CC=3)[S:31]2)=CC=1, predict the reaction product. The product is: [C:1]1([CH2:11][CH:12]2[N:16]3[CH:17]=[CH:18][CH:19]=[CH:20][C:15]3=[N:14][C:13]2=[S:31])[C:10]2[C:5](=[CH:6][CH:7]=[CH:8][CH:9]=2)[CH:4]=[CH:3][CH:2]=1.